Task: Predict the product of the given reaction.. Dataset: Forward reaction prediction with 1.9M reactions from USPTO patents (1976-2016) (1) The product is: [CH:12]1[C:1]2[C:10]3[CH:9]=[CH:8][CH:7]=[CH:6][C:5]=3[CH2:4][CH2:3][C:2]=2[N:20]([C:22]2[CH:23]=[C:24]([CH:28]=[CH:29][CH:30]=2)[C:25]([OH:27])=[O:26])[N:21]=1. Given the reactants [CH2:1]1[C:10]2[C:5](=[CH:6][CH:7]=[CH:8][CH:9]=2)[CH2:4][CH2:3][C:2]1=O.[CH3:12]OC(OC)N(C)C.[NH:20]([C:22]1[CH:23]=[C:24]([CH:28]=[CH:29][CH:30]=1)[C:25]([OH:27])=[O:26])[NH2:21], predict the reaction product. (2) Given the reactants [CH2:1]([O:3][C:4]([C:6]1([C:9]2[N:19]=[C:12]3[C:13]([O:17][CH3:18])=[CH:14][CH:15]=[CH:16][N:11]3[N:10]=2)[CH2:8][CH2:7]1)=[O:5])[CH3:2].[Br:20]N1C(=O)CCC1=O, predict the reaction product. The product is: [CH2:1]([O:3][C:4]([C:6]1([C:9]2[N:19]=[C:12]3[C:13]([O:17][CH3:18])=[CH:14][CH:15]=[C:16]([Br:20])[N:11]3[N:10]=2)[CH2:8][CH2:7]1)=[O:5])[CH3:2]. (3) Given the reactants [C:1]([O:5][C:6](=[O:19])[NH:7][C:8]1[CH:13]=[CH:12][C:11]([O:14][CH3:15])=[CH:10][C:9]=1[N+:16]([O-])=O)([CH3:4])([CH3:3])[CH3:2], predict the reaction product. The product is: [C:1]([O:5][C:6](=[O:19])[NH:7][C:8]1[CH:13]=[CH:12][C:11]([O:14][CH3:15])=[CH:10][C:9]=1[NH2:16])([CH3:4])([CH3:2])[CH3:3]. (4) Given the reactants [Cl:1][C:2]1[CH:7]=[C:6]([Cl:8])[CH:5]=[CH:4][C:3]=1[C:9]1[N:10]=[C:11](/[CH:14]=[CH:15]/[C:16]2[CH:21]=[CH:20][C:19]([C:22]3[CH:27]=[CH:26][C:25]([O:28][CH3:29])=[CH:24][CH:23]=3)=[CH:18][CH:17]=2)[NH:12][CH:13]=1.Br[CH2:31][CH2:32][CH2:33][C:34]([O:36]C)=[O:35], predict the reaction product. The product is: [C:34]([CH2:33][CH2:32][CH2:29][O:28][C:25]1[CH:24]=[CH:23][C:22]([C:19]2[CH:20]=[CH:21][C:16](/[CH:15]=[CH:14]/[C:11]3[N:12]([CH2:31][CH2:32][CH2:33][C:34]([OH:36])=[O:35])[CH:13]=[C:9]([C:3]4[CH:4]=[CH:5][C:6]([Cl:8])=[CH:7][C:2]=4[Cl:1])[N:10]=3)=[CH:17][CH:18]=2)=[CH:27][CH:26]=1)([OH:36])=[O:35]. (5) Given the reactants Cl[C:2]1[C:11]2[C:6](=[CH:7][CH:8]=[C:9]([F:12])[CH:10]=2)[N:5]=[C:4]([CH:13]=[CH:14][C:15]2[O:16][C:17]([N+:20]([O-:22])=[O:21])=[CH:18][CH:19]=2)[N:3]=1.[CH3:23][Si:24]([CH3:37])([CH3:36])[O:25][CH2:26][CH2:27][NH:28][CH2:29][CH2:30][O:31][Si:32]([CH3:35])([CH3:34])[CH3:33], predict the reaction product. The product is: [F:12][C:9]1[CH:10]=[C:11]2[C:6](=[CH:7][CH:8]=1)[N:5]=[C:4]([CH:13]=[CH:14][C:15]1[O:16][C:17]([N+:20]([O-:22])=[O:21])=[CH:18][CH:19]=1)[N:3]=[C:2]2[N:28]([CH2:27][CH2:26][O:25][Si:24]([CH3:37])([CH3:36])[CH3:23])[CH2:29][CH2:30][O:31][Si:32]([CH3:33])([CH3:34])[CH3:35]. (6) Given the reactants [C:1]([C:3]1[C:4]([C:18]2[CH:23]=[CH:22][C:21]([N+:24]([O-:26])=[O:25])=[CH:20][CH:19]=2)=[N:5][S:6][C:7]=1[NH:8][C:9](=[O:17])OC1C=CC=CC=1)#[N:2].[O:27]1[CH2:32][CH2:31][N:30]([CH2:33][CH2:34][CH2:35][NH2:36])[CH2:29][CH2:28]1, predict the reaction product. The product is: [C:1]([C:3]1[C:4]([C:18]2[CH:19]=[CH:20][C:21]([N+:24]([O-:26])=[O:25])=[CH:22][CH:23]=2)=[N:5][S:6][C:7]=1[NH:8][C:9]([NH:36][CH2:35][CH2:34][CH2:33][N:30]1[CH2:31][CH2:32][O:27][CH2:28][CH2:29]1)=[O:17])#[N:2]. (7) Given the reactants [C:1]1([C:7]([N:9]2[CH2:14][CH2:13][CH:12]([CH2:15][N:16]3[C:24]4[C:19](=[CH:20][C:21]([C:25]5[CH:26]=[N:27][N:28](C6CCCCO6)[CH:29]=5)=[CH:22][CH:23]=4)[CH:18]=[CH:17]3)[CH2:11][CH2:10]2)=[O:8])[CH:6]=[CH:5][CH:4]=[CH:3][CH:2]=1.Cl.CO.ClCCl, predict the reaction product. The product is: [NH:27]1[CH:26]=[C:25]([C:21]2[CH:20]=[C:19]3[C:24](=[CH:23][CH:22]=2)[N:16]([CH2:15][CH:12]2[CH2:11][CH2:10][N:9]([C:7]([C:1]4[CH:2]=[CH:3][CH:4]=[CH:5][CH:6]=4)=[O:8])[CH2:14][CH2:13]2)[CH2:17][CH2:18]3)[CH:29]=[N:28]1. (8) Given the reactants [CH:1]1([C:4]2[N:8]([CH3:9])[C:7]3[CH:10]=[C:11]([N:14]4[CH:19]=[CH:18][C:17]([OH:20])=[CH:16][C:15]4=[O:21])[CH:12]=[CH:13][C:6]=3[N:5]=2)[CH2:3][CH2:2]1.[CH3:22][C:23]1[CH:24]=[C:25]([CH2:28]O)[S:26][CH:27]=1.C(P(CCCC)CCCC)CCC.N(C(N1CCCCC1)=O)=NC(N1CCCCC1)=O, predict the reaction product. The product is: [CH:1]1([C:4]2[N:8]([CH3:9])[C:7]3[CH:10]=[C:11]([N:14]4[CH:19]=[CH:18][C:17]([O:20][CH2:28][C:25]5[S:26][CH:27]=[C:23]([CH3:22])[CH:24]=5)=[CH:16][C:15]4=[O:21])[CH:12]=[CH:13][C:6]=3[N:5]=2)[CH2:2][CH2:3]1. (9) Given the reactants [OH:1][CH:2]([CH2:35][OH:36])[CH2:3][NH:4][C:5]1[C:33]([CH3:34])=[CH:32][C:8]2[N:9]=[C:10]3[C:15]([N:16]([CH2:17][CH2:18][CH2:19][CH2:20][CH2:21][CH2:22][C:23]([O:25]C(C)(C)C)=[O:24])[C:7]=2[CH:6]=1)=[N:14][C:13](=[O:30])[NH:12][C:11]3=[O:31], predict the reaction product. The product is: [OH:1][CH:2]([CH2:35][OH:36])[CH2:3][NH:4][C:5]1[C:33]([CH3:34])=[CH:32][C:8]2[N:9]=[C:10]3[C:15]([N:16]([CH2:17][CH2:18][CH2:19][CH2:20][CH2:21][CH2:22][C:23]([OH:25])=[O:24])[C:7]=2[CH:6]=1)=[N:14][C:13](=[O:30])[NH:12][C:11]3=[O:31].